Regression. Given two drug SMILES strings and cell line genomic features, predict the synergy score measuring deviation from expected non-interaction effect. From a dataset of NCI-60 drug combinations with 297,098 pairs across 59 cell lines. (1) Drug 1: C1=CC(=CC=C1CCCC(=O)O)N(CCCl)CCCl. Drug 2: CC1=C(C(=O)C2=C(C1=O)N3CC4C(C3(C2COC(=O)N)OC)N4)N. Cell line: M14. Synergy scores: CSS=34.0, Synergy_ZIP=-14.3, Synergy_Bliss=-7.63, Synergy_Loewe=-33.4, Synergy_HSA=-5.46. (2) Drug 1: CC1=C(C(CCC1)(C)C)C=CC(=CC=CC(=CC(=O)O)C)C. Drug 2: CC12CCC3C(C1CCC2OP(=O)(O)O)CCC4=C3C=CC(=C4)OC(=O)N(CCCl)CCCl.[Na+]. Cell line: UO-31. Synergy scores: CSS=31.5, Synergy_ZIP=-7.42, Synergy_Bliss=-14.7, Synergy_Loewe=-11.3, Synergy_HSA=-13.6. (3) Drug 1: C1CN1C2=NC(=NC(=N2)N3CC3)N4CC4. Drug 2: N.N.Cl[Pt+2]Cl. Cell line: UACC-257. Synergy scores: CSS=41.7, Synergy_ZIP=-2.77, Synergy_Bliss=1.58, Synergy_Loewe=2.43, Synergy_HSA=4.28. (4) Drug 1: CS(=O)(=O)CCNCC1=CC=C(O1)C2=CC3=C(C=C2)N=CN=C3NC4=CC(=C(C=C4)OCC5=CC(=CC=C5)F)Cl. Synergy scores: CSS=15.5, Synergy_ZIP=-6.49, Synergy_Bliss=-4.39, Synergy_Loewe=-1.14, Synergy_HSA=-0.646. Cell line: SF-268. Drug 2: C(CCl)NC(=O)N(CCCl)N=O. (5) Drug 2: C(=O)(N)NO. Cell line: OVCAR3. Synergy scores: CSS=33.3, Synergy_ZIP=4.17, Synergy_Bliss=5.88, Synergy_Loewe=-4.54, Synergy_HSA=4.65. Drug 1: C1=CC(=C2C(=C1NCCNCCO)C(=O)C3=C(C=CC(=C3C2=O)O)O)NCCNCCO.